Dataset: Reaction yield outcomes from USPTO patents with 853,638 reactions. Task: Predict the reaction yield, written as a fraction of the theoretical maximum amount of product (1.0 means a 100% yield; for example, 0.34 means a 34% yield). (1) The reactants are [Cl:1][C:2]1[N:7]=[C:6]([CH2:8][C:9]([C:11]2[CH:12]=[C:13]([NH:17][C:18](=[O:23])[O:19][CH2:20][CH:21]=[CH2:22])[CH:14]=[CH:15][CH:16]=2)=[O:10])[CH:5]=[CH:4][N:3]=1.[F:24]C1C=CC(NC(OCC=C)=O)=CC=1C(OC)=O.ClC1N=C(C)C=CN=1. No catalyst specified. The product is [Cl:1][C:2]1[N:7]=[C:6]([CH2:8][C:9]([C:11]2[CH:12]=[C:13]([NH:17][C:18](=[O:23])[O:19][CH2:20][CH:21]=[CH2:22])[CH:14]=[CH:15][C:16]=2[F:24])=[O:10])[CH:5]=[CH:4][N:3]=1. The yield is 0.699. (2) The reactants are [NH2:1][C:2]1[CH:7]=[CH:6][CH:5]=[CH:4][C:3]=1[C:8]1[NH:9][C:10]2[C:15]([CH:16]=1)=[CH:14][CH:13]=[CH:12][CH:11]=2.[OH:17][C:18]1[CH:19]=[C:20]([CH:24]=[CH:25][C:26]=1[OH:27])[C:21](O)=[O:22]. No catalyst specified. The product is [OH:17][C:18]1[CH:19]=[C:20]([CH:24]=[CH:25][C:26]=1[OH:27])[C:21]([NH:1][C:2]1[CH:7]=[CH:6][CH:5]=[CH:4][C:3]=1[C:8]1[NH:9][C:10]2[C:15]([CH:16]=1)=[CH:14][CH:13]=[CH:12][CH:11]=2)=[O:22]. The yield is 0.540. (3) The reactants are [CH3:1][C:2]1[C:10]([N+:11]([O-])=O)=[CH:9][CH:8]=[CH:7][C:3]=1[CH2:4][O:5][CH3:6]. The catalyst is CCOC(C)=O.CCO.[Pd]. The product is [CH3:6][O:5][CH2:4][C:3]1[C:2]([CH3:1])=[C:10]([CH:9]=[CH:8][CH:7]=1)[NH2:11]. The yield is 0.780. (4) The reactants are [CH3:1][C:2]([CH3:17])([CH3:16])[C:3]#[C:4][C:5]1[CH:10]=[C:9]([N+:11]([O-:13])=[O:12])[CH:8]=[C:7]([F:14])[C:6]=1[NH2:15].N1C=CC=CC=1.[C:24](Cl)(=[O:28])[CH2:25][CH2:26][CH3:27]. The catalyst is C(Cl)Cl. The product is [CH3:1][C:2]([CH3:17])([CH3:16])[C:3]#[C:4][C:5]1[CH:10]=[C:9]([N+:11]([O-:13])=[O:12])[CH:8]=[C:7]([F:14])[C:6]=1[NH:15][C:24](=[O:28])[CH2:25][CH2:26][CH3:27]. The yield is 0.620. (5) The reactants are [Br:1][C:2]1[C:3]([OH:13])=[C:4]([O:11][CH3:12])[C:5]([Cl:10])=[C:6]([CH:9]=1)[CH:7]=[O:8].[CH3:14]OS(OC)(=O)=O. The catalyst is C1COCC1. The product is [Br:1][C:2]1[C:3]([O:13][CH3:14])=[C:4]([O:11][CH3:12])[C:5]([Cl:10])=[C:6]([CH:9]=1)[CH:7]=[O:8]. The yield is 0.700. (6) The reactants are [Br:1][C:2]1[CH:3]=[C:4]([CH2:8][CH:9]([OH:31])[CH:10]([NH:12][C:13]([C:15]2[O:19][N:18]=[C:17]([C:20]3[CH:25]=[CH:24][C:23]([O:26][C:27]([F:30])([F:29])[F:28])=[CH:22][CH:21]=3)[N:16]=2)=[O:14])[CH3:11])[CH:5]=[CH:6][CH:7]=1.CC(OI1(OC(C)=O)(OC(C)=O)OC(=O)C2C=CC=CC1=2)=O. The catalyst is C(Cl)Cl. The product is [Br:1][C:2]1[CH:3]=[C:4]([CH2:8][C:9](=[O:31])[CH:10]([NH:12][C:13]([C:15]2[O:19][N:18]=[C:17]([C:20]3[CH:21]=[CH:22][C:23]([O:26][C:27]([F:28])([F:29])[F:30])=[CH:24][CH:25]=3)[N:16]=2)=[O:14])[CH3:11])[CH:5]=[CH:6][CH:7]=1. The yield is 0.670.